From a dataset of Forward reaction prediction with 1.9M reactions from USPTO patents (1976-2016). Predict the product of the given reaction. (1) Given the reactants [CH3:1][O:2][C:3]1[CH:11]=[C:10]2[C:6]([C:7]([C:14]([OH:16])=O)=[C:8]([CH3:13])[N:9]2[CH3:12])=[CH:5][CH:4]=1.C(Cl)(=O)C(Cl)=O.[CH2:23]([NH2:27])[CH2:24][CH2:25][CH3:26], predict the reaction product. The product is: [CH2:23]([NH:27][C:14]([C:7]1[C:6]2[C:10](=[CH:11][C:3]([O:2][CH3:1])=[CH:4][CH:5]=2)[N:9]([CH3:12])[C:8]=1[CH3:13])=[O:16])[CH2:24][CH2:25][CH3:26]. (2) Given the reactants [F:1][C:2]([F:14])([F:13])[O:3][C:4]1[CH:9]=[CH:8][C:7]([CH2:10][C:11]#[N:12])=[CH:6][CH:5]=1.Br[CH2:16][C:17]([O:22][CH3:23])([O:20][CH3:21])[CH2:18]Br.CC(C)([O-:27])C.[Na+], predict the reaction product. The product is: [CH3:21][O:20][C:17]1([O:22][CH3:23])[CH2:18][C:10]([C:7]2[CH:6]=[CH:5][C:4]([O:3][C:2]([F:13])([F:14])[F:1])=[CH:9][CH:8]=2)([C:11]([NH2:12])=[O:27])[CH2:16]1. (3) Given the reactants F[P-](F)(F)(F)(F)F.N1([O:17][C:18](N(C)C)=[N+:19](C)C)C2N=CC=CC=2N=N1.C([N:28]([CH2:32][CH3:33])[CH:29]([CH3:31])[CH3:30])(C)C.N.O1CCOCC1, predict the reaction product. The product is: [CH3:31][C:29]1[NH:28][CH:32]=[CH:33][C:30]=1[C:18]([NH2:19])=[O:17]. (4) Given the reactants [OH:1][C:2]1[CH:3]=[CH:4][CH:5]=[C:6]2[C:11]=1[N:10]=[C:9]([CH3:12])[CH:8]=[CH:7]2.I[CH3:14].[OH-].[Na+], predict the reaction product. The product is: [CH3:14][O:1][C:2]1[CH:3]=[CH:4][CH:5]=[C:6]2[C:11]=1[N:10]=[C:9]([CH3:12])[CH:8]=[CH:7]2. (5) Given the reactants [F:1][C:2]1[CH:3]=[C:4]([C@H:9]2[N:18]([CH2:19][C:20]([O:22]CC)=[O:21])[C:17](=[O:25])[C:12]3([CH2:16][CH2:15][CH2:14][CH2:13]3)[N:11]([C:26]([O:28][C:29]([CH3:32])([CH3:31])[CH3:30])=[O:27])[CH2:10]2)[CH:5]=[C:6]([F:8])[CH:7]=1.[Li+:33].[OH-].Cl, predict the reaction product. The product is: [C:29]([O:28][C:26]([N:11]1[CH2:10][C@@H:9]([C:4]2[CH:3]=[C:2]([F:1])[CH:7]=[C:6]([F:8])[CH:5]=2)[N:18]([CH2:19][C:20]([O-:22])=[O:21])[C:17](=[O:25])[C:12]21[CH2:13][CH2:14][CH2:15][CH2:16]2)=[O:27])([CH3:32])([CH3:30])[CH3:31].[Li+:33]. (6) Given the reactants [CH3:1][O:2][C:3](=[O:18])[CH:4]([C:9]([C:11]1[CH:12]=[N:13][C:14]([Cl:17])=[CH:15][CH:16]=1)=[O:10])/[C:5](=[N:7]/C)/[CH3:6].Cl.NO, predict the reaction product. The product is: [CH3:1][O:2][C:3]([C:4]1[C:5]([CH3:6])=[N:7][O:10][C:9]=1[C:11]1[CH:12]=[N:13][C:14]([Cl:17])=[CH:15][CH:16]=1)=[O:18]. (7) Given the reactants [Cl:1][C:2]1[CH:3]=[C:4]([CH:17]=[CH:18][C:19]=1[O:20][CH2:21][C:22]([F:25])([F:24])[F:23])[CH2:5][N:6]1C(=O)C2C(=CC=CC=2)C1=O.CCCCCCCCCCCCN, predict the reaction product. The product is: [ClH:1].[Cl:1][C:2]1[CH:3]=[C:4]([CH2:5][NH2:6])[CH:17]=[CH:18][C:19]=1[O:20][CH2:21][C:22]([F:24])([F:25])[F:23].